This data is from Cav3 T-type calcium channel HTS with 100,875 compounds. The task is: Binary Classification. Given a drug SMILES string, predict its activity (active/inactive) in a high-throughput screening assay against a specified biological target. The molecule is S(c1nc(c(nn1)CC)CC)CC(=O)Nc1ccc(cc1)C(=O)C. The result is 0 (inactive).